Dataset: Full USPTO retrosynthesis dataset with 1.9M reactions from patents (1976-2016). Task: Predict the reactants needed to synthesize the given product. (1) Given the product [CH3:13][C:14]1[CH:35]=[C:36]([C:2]2[C:10]3[C:6](=[N:7][S:8][N:9]=3)[C:5]([C:15]3[S:16][CH:17]=[C:13]([CH3:12])[CH:14]=3)=[CH:4][CH:3]=2)[S:16][CH:15]=1, predict the reactants needed to synthesize it. The reactants are: Br[C:2]1[C:10]2[C:6](=[N:7][S:8][N:9]=2)[C:5](Br)=[CH:4][CH:3]=1.[CH3:12][C:13]1[CH:14]=[C:15](B2OC(C)(C)C(C)(C)O2)[S:16][CH:17]=1.C(=O)([O-])[O-].[Na+].[Na+].CO[CH2:35][CH2:36]OC. (2) Given the product [OH:61][CH2:60][CH2:59][NH:58][C:20]([C:18]1[S:17][C:13]2[N:14]=[CH:15][N:16]=[C:11]([NH:10][C:7]3[CH:6]=[CH:5][C:4]([O:3][C:2]([F:24])([F:23])[F:1])=[CH:9][CH:8]=3)[C:12]=2[CH:19]=1)=[O:22].[C:65]([OH:66])([C:2]([F:24])([F:23])[F:1])=[O:41], predict the reactants needed to synthesize it. The reactants are: [F:1][C:2]([F:24])([F:23])[O:3][C:4]1[CH:9]=[CH:8][C:7]([NH:10][C:11]2[C:12]3[CH:19]=[C:18]([C:20]([OH:22])=O)[S:17][C:13]=3[N:14]=[CH:15][N:16]=2)=[CH:6][CH:5]=1.CCN(C(C)C)C(C)C.CN(C([O:41]N1N=NC2C=CC=NC1=2)=[N+](C)C)C.F[P-](F)(F)(F)(F)F.[NH2:58][CH2:59][CH2:60][OH:61].CN([CH:65]=[O:66])C. (3) Given the product [Cl:2][C:3]1[CH:4]=[C:5]([C:10]2[S:14][CH:13]=[C:12]([C:15](=[N:17][NH:18][C:19]([C:21]3[S:22][C:23]([C:26]([N:28]4[CH2:29][CH2:30][N:31]([CH:34]([CH3:35])[CH3:36])[CH2:32][CH2:33]4)=[O:27])=[CH:24][CH:25]=3)=[O:20])[CH3:16])[C:11]=2[OH:37])[CH:6]=[CH:7][C:8]=1[Cl:9], predict the reactants needed to synthesize it. The reactants are: Cl.[Cl:2][C:3]1[CH:4]=[C:5]([C:10]2[S:14][CH:13]=[C:12]([C:15](=[N:17][NH:18][C:19]([C:21]3[S:22][C:23]([C:26]([N:28]4[CH2:33][CH2:32][N:31]([CH:34]([CH3:36])[CH3:35])[CH2:30][CH2:29]4)=[O:27])=[CH:24][CH:25]=3)=[O:20])[CH3:16])[C:11]=2[OH:37])[CH:6]=[CH:7][C:8]=1[Cl:9].[OH-].[K+]. (4) The reactants are: [Br:1][C:2]1[C:7](=[O:8])[N:6]2[CH:9]=[CH:10][CH:11]=[CH:12][C:5]2=[N:4][C:3]=1[CH2:13]Cl.[C:15]([O-:18])(=[O:17])[CH3:16].[K+].CN(C=O)C. Given the product [C:15]([O:18][CH2:13][C:3]1[N:4]=[C:5]2[CH:12]=[CH:11][CH:10]=[CH:9][N:6]2[C:7](=[O:8])[C:2]=1[Br:1])(=[O:17])[CH3:16], predict the reactants needed to synthesize it. (5) The reactants are: [CH2:1]([O:8][N:9]1[C:15](=[O:16])[N:14]2[CH2:17][C@H:10]1[CH2:11][CH2:12][C@H:13]2[C:18]([OH:20])=O)[C:2]1[CH:7]=[CH:6][CH:5]=[CH:4][CH:3]=1.[NH2:21][O:22][CH2:23][C:24]([O:26][C:27]([CH3:30])([CH3:29])[CH3:28])=[O:25].ON1C2C=CC=CC=2N=N1.Cl.C(N=C=NCCCN(C)C)C. Given the product [C:27]([O:26][C:24](=[O:25])[CH2:23][O:22][NH:21][C:18]([C@@H:13]1[CH2:12][CH2:11][C@@H:10]2[CH2:17][N:14]1[C:15](=[O:16])[N:9]2[O:8][CH2:1][C:2]1[CH:3]=[CH:4][CH:5]=[CH:6][CH:7]=1)=[O:20])([CH3:30])([CH3:29])[CH3:28], predict the reactants needed to synthesize it.